This data is from Peptide-MHC class I binding affinity with 185,985 pairs from IEDB/IMGT. The task is: Regression. Given a peptide amino acid sequence and an MHC pseudo amino acid sequence, predict their binding affinity value. This is MHC class I binding data. (1) The peptide sequence is KSRENSTLI. The MHC is HLA-B08:02 with pseudo-sequence HLA-B08:02. The binding affinity (normalized) is 0.0847. (2) The peptide sequence is GLYRLNFRR. The MHC is HLA-A68:02 with pseudo-sequence HLA-A68:02. The binding affinity (normalized) is 0.0847. (3) The peptide sequence is RLRSSVPGV. The MHC is HLA-A68:02 with pseudo-sequence HLA-A68:02. The binding affinity (normalized) is 0.166.